From a dataset of Tox21: 12 toxicity assays (nuclear receptors and stress response pathways). Binary classification across 12 toxicity assays. (1) The compound is Oc1ccc(Sc2ccc(O)cc2)cc1. It tested positive (active) for: NR-ER (Estrogen Receptor agonist activity), NR-ER-LBD (Estrogen Receptor Ligand Binding Domain agonist), SR-ARE (Antioxidant Response Element (oxidative stress)), and SR-MMP (Mitochondrial Membrane Potential disruption). (2) The drug is CC(C)C1CCC(Cc2ccc(Cl)cc2)C1(O)Cn1cncn1. It tested positive (active) for: NR-Aromatase (Aromatase enzyme inhibition). (3) The compound is CC1CN(c2ccccc2)NC1=O. It tested positive (active) for: NR-AhR (Aryl hydrocarbon Receptor agonist activity), and NR-ER (Estrogen Receptor agonist activity). (4) The compound is CCCCCCCCCCCC(=O)OC[C@@H](O)[C@H]1OC[C@H](OCCO)[C@H]1OCCO. It tested positive (active) for: NR-Aromatase (Aromatase enzyme inhibition), and SR-ARE (Antioxidant Response Element (oxidative stress)). (5) The compound is O=P(OCC(Br)CBr)(OCC(Br)CBr)OCC(Br)CBr. It tested positive (active) for: SR-MMP (Mitochondrial Membrane Potential disruption). (6) The drug is Cn1cnc2c(F)c(Nc3ccc(Br)cc3Cl)c(C(=O)NOCCO)cc21. It tested positive (active) for: NR-ER (Estrogen Receptor agonist activity), and NR-ER-LBD (Estrogen Receptor Ligand Binding Domain agonist). (7) It tested positive (active) for: NR-AR (Androgen Receptor agonist activity). The compound is CCCCCCCCC1CCC(=O)O1.